Task: Predict the product of the given reaction.. Dataset: Forward reaction prediction with 1.9M reactions from USPTO patents (1976-2016) (1) Given the reactants [C:1]([O:5][C:6]([CH2:8][C@@H:9]1[CH2:12][C@H:11]([C:13]([OH:15])=O)[CH2:10]1)=[O:7])([CH3:4])([CH3:3])[CH3:2].CN1CCCCC1.ClC(OCC(C)C)=O.Cl.[CH3:32][NH:33][O:34][CH3:35], predict the reaction product. The product is: [C:1]([O:5][C:6](=[O:7])[CH2:8][C@H:9]1[CH2:10][C@@H:11]([C:13](=[O:15])[N:33]([O:34][CH3:35])[CH3:32])[CH2:12]1)([CH3:2])([CH3:3])[CH3:4]. (2) Given the reactants [Br:1][C:2]1[CH:3]=[C:4]2[C:8](=[CH:9][CH:10]=1)[NH:7][C:6](=[O:11])[CH2:5]2.[CH2:12]([N:14]([CH2:37][CH3:38])[CH2:15][CH2:16][CH2:17][NH:18][C:19]([C:21]1[C:25]([C:26]2[CH:31]=[CH:30][CH:29]=[CH:28][CH:27]=2)=[C:24]([CH:32]=O)[NH:23][C:22]=1[CH:34]([CH3:36])[CH3:35])=[O:20])[CH3:13], predict the reaction product. The product is: [CH2:37]([N:14]([CH2:12][CH3:13])[CH2:15][CH2:16][CH2:17][NH:18][C:19]([C:21]1[C:25]([C:26]2[CH:31]=[CH:30][CH:29]=[CH:28][CH:27]=2)=[C:24]([CH:32]=[C:5]2[C:4]3[C:8](=[CH:9][CH:10]=[C:2]([Br:1])[CH:3]=3)[NH:7][C:6]2=[O:11])[NH:23][C:22]=1[CH:34]([CH3:36])[CH3:35])=[O:20])[CH3:38]. (3) Given the reactants [CH3:1][C:2]1[CH:3]=[C:4]([C:24]2[CH:25]=[C:26]([CH2:30]OS(C)(=O)=O)[CH:27]=[N:28][CH:29]=2)[CH:5]=[C:6]2[C:10]=1[C:9](=[O:11])[N:8]([CH2:12][C:13]1[CH:18]=[CH:17][C:16]([O:19][C:20]([F:23])([F:22])[F:21])=[CH:15][CH:14]=1)[CH2:7]2.[CH3:36][NH:37][CH3:38], predict the reaction product. The product is: [CH3:36][N:37]([CH2:30][C:26]1[CH:25]=[C:24]([C:4]2[CH:5]=[C:6]3[C:10](=[C:2]([CH3:1])[CH:3]=2)[C:9](=[O:11])[N:8]([CH2:12][C:13]2[CH:14]=[CH:15][C:16]([O:19][C:20]([F:23])([F:22])[F:21])=[CH:17][CH:18]=2)[CH2:7]3)[CH:29]=[N:28][CH:27]=1)[CH3:38].